This data is from Full USPTO retrosynthesis dataset with 1.9M reactions from patents (1976-2016). The task is: Predict the reactants needed to synthesize the given product. (1) Given the product [CH3:8][N:6]1[CH:7]=[C:2]([B:13]2[O:14][C:15]([CH3:17])([CH3:16])[C:11]([CH3:27])([CH3:10])[O:12]2)[CH:3]=[CH:4][C:5]1=[O:9], predict the reactants needed to synthesize it. The reactants are: Br[C:2]1[CH:3]=[CH:4][C:5](=[O:9])[N:6]([CH3:8])[CH:7]=1.[CH3:10][C:11]1([CH2+:27])[C:15]([CH3:17])([CH3:16])[O:14][B:13]([B:13]2[O:14][C:15]([CH3:17])([CH3:16])[C:11]([CH3:27])([CH3:10])[O:12]2)[O:12]1.C([O-])(=O)C.[K+]. (2) The reactants are: Cl[CH2:2][C:3]1[O:7][N:6]=[C:5]([O:8][CH2:9][CH2:10][CH2:11][N:12]2[CH2:17][CH2:16][CH2:15][CH2:14][CH2:13]2)[CH:4]=1.[NH:18]1[CH2:23][CH2:22][CH2:21][CH2:20][CH2:19]1. Given the product [N:12]1([CH2:11][CH2:10][CH2:9][O:8][C:5]2[CH:4]=[C:3]([CH2:2][CH:21]3[CH2:22][CH2:23][NH:18][CH2:19][CH2:20]3)[O:7][N:6]=2)[CH2:17][CH2:16][CH2:15][CH2:14][CH2:13]1, predict the reactants needed to synthesize it. (3) Given the product [CH2:27]([C:18]12[CH2:19][CH2:20][C:21]3([O:25][CH2:24][CH2:23][O:22]3)[CH2:26][CH:17]1[CH2:16][CH2:15][O:14][C:13]1[CH:29]=[C:9]([NH2:8])[CH:10]=[CH:11][C:12]2=1)[CH3:28], predict the reactants needed to synthesize it. The reactants are: C1(C(C2C=CC=CC=2)=[N:8][C:9]2[CH:10]=[CH:11][C:12]3[C:18]4([CH:27]=[CH2:28])[CH2:19][CH2:20][C:21]5([CH2:26][CH:17]4[CH2:16][CH2:15][O:14][C:13]=3[CH:29]=2)[O:25][CH2:24][CH2:23][O:22]5)C=CC=CC=1. (4) Given the product [N+:12]([C:6]1[CH:7]=[C:2]([CH:3]=[CH:4][C:5]=1[O:8][CH3:9])[C:1]([OH:11])=[O:10])([O-:14])=[O:13], predict the reactants needed to synthesize it. The reactants are: [C:1]([OH:11])(=[O:10])[C:2]1[CH:7]=[CH:6][C:5]([O:8][CH3:9])=[CH:4][CH:3]=1.[N+:12]([O-])([OH:14])=[O:13]. (5) Given the product [Cl:1][C:2]1[CH:3]=[C:4]([C:9]2[CH:10]=[C:11]([C:12]([F:15])([F:14])[F:13])[N:20]3[N:21]=[CH:22][C:23]([C:24]4[CH:29]=[CH:28][CH:27]=[CH:26][N:25]=4)=[C:19]3[N:18]=2)[CH:5]=[CH:6][C:7]=1[F:8], predict the reactants needed to synthesize it. The reactants are: [Cl:1][C:2]1[CH:3]=[C:4]([C:9](=O)[CH2:10][C:11](=O)[C:12]([F:15])([F:14])[F:13])[CH:5]=[CH:6][C:7]=1[F:8].[NH2:18][C:19]1[C:23]([C:24]2[CH:29]=[CH:28][CH:27]=[CH:26][N:25]=2)=[CH:22][NH:21][N:20]=1. (6) Given the product [Cl:18][C:19]1[CH:24]=[C:23]([Cl:25])[CH:22]=[CH:21][C:20]=1[N:26]1[CH2:27][CH2:28][N:29]([C:1](=[O:5])[CH2:2][OH:3])[CH2:30][CH2:31]1, predict the reactants needed to synthesize it. The reactants are: [C:1]([OH:5])(=O)[CH2:2][OH:3].OC1C2N=NNC=2C=CC=1.Cl.Cl.[Cl:18][C:19]1[CH:24]=[C:23]([Cl:25])[CH:22]=[CH:21][C:20]=1[N:26]1[CH2:31][CH2:30][NH:29][CH2:28][CH2:27]1.C(N(CC)CC)C. (7) Given the product [C:3]12[CH:2]=[C:22]3[N:23]=[C:19]([CH:20]=[CH:21]3)[CH:18]=[C:17]3[NH:30][C:14]([CH:15]=[CH:16]3)=[CH:13][C:12]3=[N:32][C:9]([CH:10]=[CH:11]3)=[CH:8][C:6]([NH:7]1)=[CH:5][CH:4]=2, predict the reactants needed to synthesize it. The reactants are: Br[C:2]1[C:3]2[NH:7][C:6]([C:8](C3C=CC=CC=3)=[C:9]3[N:32]=[C:12]([C:13](Br)=[C:14]4[NH:30][C:17](=[C:18](C5C=CC=CC=5)[C:19]5[CH:20]=[CH:21][C:22]=1[N:23]=5)[CH:16]=[CH:15]4)[CH:11]=[CH:10]3)=[CH:5][CH:4]=2.C([C@@H]1COC(=O)N1)C1C=CC=CC=1.CC1(C)C2C(=C(P(C3C=CC=CC=3)C3C=CC=CC=3)C=CC=2)OC2C(P(C3C=CC=CC=3)C3C=CC=CC=3)=CC=CC1=2.C([O-])([O-])=O.[Cs+].[Cs+]. (8) The reactants are: C([O:3][P:4]([CH2:9][CH:10]([NH:12][C:13](=[O:35])[C:14]1[CH:19]=[CH:18][C:17]([N:20]([CH2:22][C:23]2[N:24]=[C:25]3[C:30](=[N:31][CH:32]=2)[N:29]=[C:28]([NH2:33])[N:27]=[C:26]3[NH2:34])[CH3:21])=[CH:16][CH:15]=1)[CH3:11])(=[O:8])[O:5]CC)C.C[Si](Br)(C)C.O.CO. Given the product [NH2:33][C:28]1[N:27]=[C:26]([NH2:34])[C:25]2[C:30](=[N:31][CH:32]=[C:23]([CH2:22][N:20]([CH3:21])[C:17]3[CH:16]=[CH:15][C:14]([C:13]([NH:12][CH:10]([CH3:11])[CH2:9][P:4](=[O:3])([OH:8])[OH:5])=[O:35])=[CH:19][CH:18]=3)[N:24]=2)[N:29]=1, predict the reactants needed to synthesize it. (9) Given the product [CH2:17]([O:10][C:9]([C:7]1[S:8][C:4]([C:1](=[O:3])[CH3:2])=[CH:5][CH:6]=1)=[O:11])[CH3:18], predict the reactants needed to synthesize it. The reactants are: [C:1]([C:4]1[S:8][C:7]([C:9]([OH:11])=[O:10])=[CH:6][CH:5]=1)(=[O:3])[CH3:2].OS(O)(=O)=O.[CH2:17](O)[CH3:18]. (10) Given the product [C:34]([O:38][C:39]([N:41]([CH2:26][CH2:25][S:24][CH:23]1[C:22]2[CH:28]=[CH:29][CH:30]=[CH:31][C:21]=2[CH2:20][O:19][C:18]2[CH:32]=[CH:33][C:15](/[CH:14]=[CH:13]/[C:7]3[CH:6]=[CH:5][C:4]4[C:9](=[CH:10][C:11]([F:12])=[C:2]([F:1])[CH:3]=4)[N:8]=3)=[CH:16][C:17]1=2)[S:42]([C:45]([F:48])([F:46])[F:47])(=[O:44])=[O:43])=[O:40])([CH3:37])([CH3:35])[CH3:36], predict the reactants needed to synthesize it. The reactants are: [F:1][C:2]1[CH:3]=[C:4]2[C:9](=[CH:10][C:11]=1[F:12])[N:8]=[C:7](/[CH:13]=[CH:14]/[C:15]1[CH:33]=[CH:32][C:18]3[O:19][CH2:20][C:21]4[CH:31]=[CH:30][CH:29]=[CH:28][C:22]=4[CH:23]([S:24][CH2:25][CH2:26]O)[C:17]=3[CH:16]=1)[CH:6]=[CH:5]2.[C:34]([O:38][C:39]([NH:41][S:42]([C:45]([F:48])([F:47])[F:46])(=[O:44])=[O:43])=[O:40])([CH3:37])([CH3:36])[CH3:35].C1(P(C2C=CC=CC=2)C2C=CC=CC=2)C=CC=CC=1.N(C(OCC)=O)=NC(OCC)=O.